From a dataset of Full USPTO retrosynthesis dataset with 1.9M reactions from patents (1976-2016). Predict the reactants needed to synthesize the given product. Given the product [O:18]=[C:16]1[CH2:17][C@@H:13]([CH:12]=[O:11])[C@H:14]([C:19]2[CH:24]=[CH:23][CH:22]=[CH:21][CH:20]=2)[CH2:15]1, predict the reactants needed to synthesize it. The reactants are: C(Cl)(=O)C(Cl)=O.CS(C)=O.[OH:11][CH2:12][C@@H:13]1[CH2:17][C:16](=[O:18])[CH2:15][C@H:14]1[C:19]1[CH:24]=[CH:23][CH:22]=[CH:21][CH:20]=1.CCN(C(C)C)C(C)C.Cl.